This data is from Reaction yield outcomes from USPTO patents with 853,638 reactions. The task is: Predict the reaction yield, written as a fraction of the theoretical maximum amount of product (1.0 means a 100% yield; for example, 0.34 means a 34% yield). The reactants are CS([O:5][C:6]1[CH:32]=[CH:31][C:9]([O:10][CH2:11][CH2:12][C:13]2[CH:14]=[C:15]([CH:28]=[CH:29][CH:30]=2)[O:16][CH2:17][C:18]2[CH:27]=[CH:26][CH:25]=[CH:24][C:19]=2[C:20]([O:22]C)=[O:21])=[CH:8][CH:7]=1)(=O)=O.[OH-].[Li+].Cl. The catalyst is C1COCC1.O. The product is [OH:5][C:6]1[CH:7]=[CH:8][C:9]([O:10][CH2:11][CH2:12][C:13]2[CH:14]=[C:15]([CH:28]=[CH:29][CH:30]=2)[O:16][CH2:17][C:18]2[CH:27]=[CH:26][CH:25]=[CH:24][C:19]=2[C:20]([OH:22])=[O:21])=[CH:31][CH:32]=1. The yield is 0.180.